Dataset: Full USPTO retrosynthesis dataset with 1.9M reactions from patents (1976-2016). Task: Predict the reactants needed to synthesize the given product. (1) Given the product [F:21][C:11]1[CH:12]=[N:13][C:14]2[CH:15]=[CH:16][C:17](=[O:20])[N:18]3[C@H:7]([CH2:6][N:26]4[CH2:27][C@@H:23]([OH:22])[C@@H:24]([CH2:28][NH:29][C:30](=[O:39])[O:31][CH2:32][C:33]5[CH:38]=[CH:37][CH:36]=[CH:35][CH:34]=5)[CH2:25]4)[CH2:8][O:9][C:10]=1[C:19]=23, predict the reactants needed to synthesize it. The reactants are: CS(O[CH2:6][C@H:7]1[N:18]2[C:19]3[C:10](=[C:11]([F:21])[CH:12]=[N:13][C:14]=3[CH:15]=[CH:16][C:17]2=[O:20])[O:9][CH2:8]1)(=O)=O.[OH:22][C@@H:23]1[CH2:27][NH:26][CH2:25][C@@H:24]1[CH2:28][NH:29][C:30](=[O:39])[O:31][CH2:32][C:33]1[CH:38]=[CH:37][CH:36]=[CH:35][CH:34]=1. (2) Given the product [F:25][C:2]1([F:1])[O:6][C:5]2[CH:7]=[CH:8][C:9]([N:11]3[CH:16]=[CH:15][C:14](=[O:17])[C:13]([C:18]4[N:36]([C:32]5[CH:33]=[CH:34][CH:35]=[C:30]([S:27]([CH3:26])(=[O:29])=[O:28])[CH:31]=5)[N:37]=[CH:20][CH:19]=4)=[N:12]3)=[CH:10][C:4]=2[O:3]1, predict the reactants needed to synthesize it. The reactants are: [F:1][C:2]1([F:25])[O:6][C:5]2[CH:7]=[CH:8][C:9]([N:11]3[CH:16]=[CH:15][C:14](=[O:17])[C:13]([C:18](=O)/[CH:19]=[CH:20]/N(C)C)=[N:12]3)=[CH:10][C:4]=2[O:3]1.[CH3:26][S:27]([C:30]1[CH:31]=[C:32]([NH:36][NH2:37])[CH:33]=[CH:34][CH:35]=1)(=[O:29])=[O:28]. (3) The reactants are: CS(N)(=O)=O.[CH3:6][O:7][CH2:8][CH2:9][S:10]([NH2:13])(=[O:12])=[O:11].C(C1(COC2C(C3CC3)=CC(C(O)=O)=C(F)C=2)C2CC3CC(CC1C3)C2)#N.[CH:41]1([C:44]2[C:45]([O:54][CH2:55][C:56]34[C:62]([F:64])([F:63])[CH:61]3[CH2:60][CH2:59][CH2:58][CH2:57]4)=[CH:46][C:47]([F:53])=[C:48]([CH:52]=2)[C:49](O)=[O:50])[CH2:43][CH2:42]1. Given the product [CH:41]1([C:44]2[C:45]([O:54][CH2:55][C:56]34[C:62]([F:64])([F:63])[CH:61]3[CH2:60][CH2:59][CH2:58][CH2:57]4)=[CH:46][C:47]([F:53])=[C:48]([CH:52]=2)[C:49]([NH:13][S:10]([CH2:9][CH2:8][O:7][CH3:6])(=[O:12])=[O:11])=[O:50])[CH2:43][CH2:42]1, predict the reactants needed to synthesize it. (4) Given the product [CH3:1][N:2]([CH2:24][CH:22]([C:16]1[CH:21]=[CH:20][CH:19]=[CH:18][CH:17]=1)[OH:23])[CH2:3][C:4]1[CH:5]=[CH:6][C:7]([C:10]2[S:11][CH:12]=[CH:13][C:14]=2[CH3:15])=[CH:8][CH:9]=1, predict the reactants needed to synthesize it. The reactants are: [CH3:1][NH:2][CH2:3][C:4]1[CH:9]=[CH:8][C:7]([C:10]2[S:11][CH:12]=[CH:13][C:14]=2[CH3:15])=[CH:6][CH:5]=1.[C:16]1([CH:22]2[CH2:24][O:23]2)[CH:21]=[CH:20][CH:19]=[CH:18][CH:17]=1. (5) Given the product [CH2:1]([Se:4][Se:5][CH2:6][CH:7]=[CH2:8])[CH:2]=[CH2:3].[CH2:9]([Se:19][Se:20][CH2:21][CH:22]=[CH:23][CH3:24])[CH:10]=[CH:11][CH3:12].[CH2:21]([Se:20][Se:19][CH2:9][CH:10]=[C:11]([CH3:13])[CH3:12])[CH:22]=[C:23]([CH3:25])[CH3:24], predict the reactants needed to synthesize it. The reactants are: [CH2:1]([Se:4][Se:5][CH2:6][CH:7]=[CH2:8])[CH:2]=[CH2:3].[CH2:9]([Se:19][Se:20][CH2:21]/[CH:22]=[C:23](/[CH2:25]CC=C(C)C)\[CH3:24])/[CH:10]=[C:11](/[CH2:13]CC=C(C)C)\[CH3:12].C([Se]C/C=C(/CCC=C(C)C)\C)(CCC=C(C)C)(C=C)C.C1(P(C2C=CC=CC=2)C2C=CC=CC=2)C=CC=CC=1.[Se].[S]. (6) Given the product [NH2:30][C:28]1[CH:29]=[C:21]([C:18]2[CH:19]=[CH:20][C:15]([C:10]3[C:9]([S:6]([NH:5][C:1]([CH3:3])([CH3:2])[CH3:4])(=[O:8])=[O:7])=[CH:14][CH:13]=[CH:12][CH:11]=3)=[CH:16][C:17]=2[F:33])[CH:22]=[C:23]2[C:27]=1[NH:26][CH:25]=[CH:24]2, predict the reactants needed to synthesize it. The reactants are: [C:1]([NH:5][S:6]([C:9]1[C:10]([C:15]2[CH:20]=[CH:19][C:18]([C:21]3[CH:22]=[C:23]4[C:27](=[C:28]([N+:30]([O-])=O)[CH:29]=3)[NH:26][CH:25]=[CH:24]4)=[C:17]([F:33])[CH:16]=2)=[CH:11][CH:12]=[CH:13][CH:14]=1)(=[O:8])=[O:7])([CH3:4])([CH3:3])[CH3:2].[NH4+].[Cl-].